Dataset: Forward reaction prediction with 1.9M reactions from USPTO patents (1976-2016). Task: Predict the product of the given reaction. (1) The product is: [Na+:18].[CH3:1][O:2][P:3]([CH2:7][NH:8][S:9]([C:12]1[S:13][CH:14]=[CH:15][CH:16]=1)(=[O:11])=[O:10])(=[O:4])[O-:6]. Given the reactants [CH3:1][O:2][P:3]([CH2:7][NH:8][S:9]([C:12]1[S:13][CH:14]=[CH:15][CH:16]=1)(=[O:11])=[O:10])(=[O:6])[O:4]C.[OH-].[Na+:18], predict the reaction product. (2) Given the reactants [CH2:1]([O:5][C:6]([C:8]1[N:9]=[CH:10][C:11]2[C:16]([C:17]=1[OH:18])=[CH:15][CH:14]=[C:13]([S:19][C:20]1[CH:25]=[CH:24][CH:23]=[CH:22][CH:21]=1)[CH:12]=2)=[O:7])[CH2:2][CH2:3][CH3:4].CC1C=C(C)[N:30]=[C:29](C)C=1.CC1C([IH+])=C(C)N=C(C)C=1.F[P-](F)(F)(F)(F)F.C([Cu])#N.Cl, predict the reaction product. The product is: [CH2:1]([O:5][C:6]([C:8]1[N:9]=[C:10]([C:29]#[N:30])[C:11]2[C:16]([C:17]=1[OH:18])=[CH:15][CH:14]=[C:13]([S:19][C:20]1[CH:25]=[CH:24][CH:23]=[CH:22][CH:21]=1)[CH:12]=2)=[O:7])[CH2:2][CH2:3][CH3:4]. (3) The product is: [Cl:33][C:30]1[CH:31]=[CH:32][C:27]([CH:10]2[C:5]3[N:6]([CH:7]([CH3:8])[CH3:9])[C:2]([C:39]4[CH:38]=[N:37][C:36]([O:35][CH3:34])=[CH:41][CH:40]=4)=[N:3][C:4]=3[C:12](=[O:13])[N:11]2[C:14]2[CH:15]=[C:16]([CH3:26])[C:17]3[N:18]([C:20]([CH:23]([F:24])[F:25])=[N:21][N:22]=3)[N:19]=2)=[CH:28][CH:29]=1. Given the reactants Br[C:2]1[N:6]([CH:7]([CH3:9])[CH3:8])[C:5]2[CH:10]([C:27]3[CH:32]=[CH:31][C:30]([Cl:33])=[CH:29][CH:28]=3)[N:11]([C:14]3[CH:15]=[C:16]([CH3:26])[C:17]4[N:18]([C:20]([CH:23]([F:25])[F:24])=[N:21][N:22]=4)[N:19]=3)[C:12](=[O:13])[C:4]=2[N:3]=1.[CH3:34][O:35][C:36]1[CH:41]=[CH:40][C:39](B(O)O)=[CH:38][N:37]=1, predict the reaction product. (4) Given the reactants [CH3:1][C:2]1[CH:3]=[C:4]([CH:7]=[C:8]([CH3:11])[C:9]=1[OH:10])[CH:5]=O.[C:12]([NH:15][NH2:16])([NH2:14])=[NH:13].[ClH:17], predict the reaction product. The product is: [ClH:17].[CH3:1][C:2]1[CH:3]=[C:4]([CH:7]=[C:8]([CH3:11])[C:9]=1[OH:10])[CH:5]=[N:16][NH:15][C:12]([NH2:14])=[NH:13]. (5) Given the reactants [NH2:1][C:2]1[CH:9]=[CH:8][C:5]([C:6]#[N:7])=[CH:4][C:3]=1[CH2:10][OH:11].CCN(C(C)C)C(C)C.Cl[C:22](OCC)=[O:23], predict the reaction product. The product is: [O:23]=[C:22]1[NH:1][C:2]2[CH:9]=[CH:8][C:5]([C:6]#[N:7])=[CH:4][C:3]=2[CH2:10][O:11]1. (6) Given the reactants [H-].[H-].[H-].[H-].[Li+].[Al+3].[CH3:7][C:8]1([CH3:18])[C:16]2[C:11](=[CH:12][CH:13]=[CH:14][CH:15]=2)[NH:10][C:9]1=O, predict the reaction product. The product is: [CH3:7][C:8]1([CH3:18])[C:16]2[C:11](=[CH:12][CH:13]=[CH:14][CH:15]=2)[NH:10][CH2:9]1. (7) Given the reactants [CH3:1][C:2](=[O:15])[O:3][CH2:4][CH:5]([CH2:10][O:11][C:12](=[O:14])[CH3:13])[O:6][C:7](=[O:9])[CH3:8].C([O-])([O-])=O.C([O-])([O-])=O.OO.OO.OO.[Na+].[Na+].[Na+].[Na+].C([O:37][OH:38])(=O)C, predict the reaction product. The product is: [CH3:13][C:12](=[O:14])[O:11][CH2:10][CH:5]([CH2:4][O:3][C:2](=[O:15])[CH3:1])[O:6][C:7](=[O:9])[CH3:8].[OH:37][OH:38]. (8) Given the reactants [Si]([O:8][CH2:9][C:10]1([CH3:37])[S:16][CH2:15][CH2:14][N:13]2[C:17]([C:20]3([C:23]4[CH:28]=[CH:27][C:26]([C:29]5[CH:30]=[N:31][C:32]([O:35][CH3:36])=[CH:33][CH:34]=5)=[CH:25][CH:24]=4)[CH2:22][CH2:21]3)=[N:18][N:19]=[C:12]2[CH2:11]1)(C(C)(C)C)(C)C.Cl, predict the reaction product. The product is: [CH3:36][O:35][C:32]1[N:31]=[CH:30][C:29]([C:26]2[CH:25]=[CH:24][C:23]([C:20]3([C:17]4[N:13]5[CH2:14][CH2:15][S:16][C:10]([CH2:9][OH:8])([CH3:37])[CH2:11][C:12]5=[N:19][N:18]=4)[CH2:22][CH2:21]3)=[CH:28][CH:27]=2)=[CH:34][CH:33]=1. (9) Given the reactants [CH:1]1([O:7][CH:8]([C:10]2[CH:18]=[CH:17][C:13]([C:14]([OH:16])=O)=[CH:12][CH:11]=2)[CH3:9])[CH2:6][CH2:5][CH2:4][CH2:3][CH2:2]1.CN(C(ON1N=NC2C=CC=NC1=2)=[N+](C)C)C.F[P-](F)(F)(F)(F)F.C(N(CC)CC)C.[NH2:50][CH2:51][C:52]1[C:53]([OH:60])=[N:54][C:55]([CH3:59])=[CH:56][C:57]=1[CH3:58], predict the reaction product. The product is: [CH:1]1([O:7][CH:8]([C:10]2[CH:11]=[CH:12][C:13]([C:14]([NH:50][CH2:51][C:52]3[C:53]([OH:60])=[N:54][C:55]([CH3:59])=[CH:56][C:57]=3[CH3:58])=[O:16])=[CH:17][CH:18]=2)[CH3:9])[CH2:2][CH2:3][CH2:4][CH2:5][CH2:6]1.